Dataset: Ames mutagenicity test results for genotoxicity prediction. Task: Regression/Classification. Given a drug SMILES string, predict its toxicity properties. Task type varies by dataset: regression for continuous values (e.g., LD50, hERG inhibition percentage) or binary classification for toxic/non-toxic outcomes (e.g., AMES mutagenicity, cardiotoxicity, hepatotoxicity). Dataset: ames. (1) The drug is CN(C)CCNC(=O)c1cccc2ncc(-c3ccccc3)nc12. The result is 1 (mutagenic). (2) The drug is CC(Cl)C(Br)CBr. The result is 1 (mutagenic). (3) The molecule is CCCCOC(=O)c1ccc(N)cc1. The result is 0 (non-mutagenic). (4) The compound is Cc1c(-c2cnccn2)ssc1=S. The result is 0 (non-mutagenic). (5) The compound is C=CCOC[C@H]1CO1. The result is 1 (mutagenic). (6) The molecule is CC(Br)(CCl)CBr. The result is 0 (non-mutagenic). (7) The compound is C=CCn1c(=O)n(CC=C)c(=O)n(CC=C)c1=O. The result is 0 (non-mutagenic).